From a dataset of Forward reaction prediction with 1.9M reactions from USPTO patents (1976-2016). Predict the product of the given reaction. Given the reactants [Cl:1][C:2]1[CH:3]=[N:4][CH:5]=[C:6]([Cl:19])[C:7]=1[S:8][C:9]1[S:13][C:12]([C:14]([OH:16])=O)=[CH:11][C:10]=1[C:17]#[N:18].[NH2:20][C:21]1[CH:22]=[N:23][C:24]2[C:29]([CH:30]=1)=[CH:28][CH:27]=[CH:26][CH:25]=2, predict the reaction product. The product is: [C:17]([C:10]1[CH:11]=[C:12]([C:14]([NH:20][C:21]2[CH:22]=[N:23][C:24]3[C:29]([CH:30]=2)=[CH:28][CH:27]=[CH:26][CH:25]=3)=[O:16])[S:13][C:9]=1[S:8][C:7]1[C:6]([Cl:19])=[CH:5][N:4]=[CH:3][C:2]=1[Cl:1])#[N:18].